This data is from Catalyst prediction with 721,799 reactions and 888 catalyst types from USPTO. The task is: Predict which catalyst facilitates the given reaction. (1) Reactant: Br[C:2]1[C:7]([O:8][CH3:9])=[CH:6][N:5]([CH:10]([CH3:27])[C:11]([NH:13][C:14]2[CH:26]=[CH:25][C:17]([C:18]([O:20][C:21]([CH3:24])([CH3:23])[CH3:22])=[O:19])=[CH:16][CH:15]=2)=[O:12])[C:4](=[O:28])[CH:3]=1.[Cl:29][C:30]1[CH:31]=[CH:32][C:33]([O:39][C:40]([F:43])([F:42])[F:41])=[C:34](B(O)O)[CH:35]=1.C(=O)([O-])[O-].[K+].[K+]. Product: [Cl:29][C:30]1[CH:31]=[CH:32][C:33]([O:39][C:40]([F:41])([F:42])[F:43])=[C:34]([C:2]2[C:7]([O:8][CH3:9])=[CH:6][N:5]([CH:10]([CH3:27])[C:11]([NH:13][C:14]3[CH:15]=[CH:16][C:17]([C:18]([O:20][C:21]([CH3:23])([CH3:24])[CH3:22])=[O:19])=[CH:25][CH:26]=3)=[O:12])[C:4](=[O:28])[CH:3]=2)[CH:35]=1. The catalyst class is: 12. (2) Reactant: [Cl:1][C:2]1[CH:3]=[C:4]([NH2:11])[C:5](=[CH:9][CH:10]=1)[C:6](O)=[O:7].C([O-])([O-])OC.C([O-])(=O)C.[NH4+:21].[CH3:22]O. Product: [Cl:1][C:2]1[CH:3]=[C:4]2[C:5]([C:6](=[O:7])[NH:21][CH:22]=[N:11]2)=[CH:9][CH:10]=1. The catalyst class is: 6. (3) Reactant: [C:1]([O:5][C:6]([NH:8][C@:9]([C:18]1[O:22][C:21]([C:23]2[CH:24]=[C:25]([CH:31]=[C:32]([C:34]3([C:39]#[N:40])[CH2:38][CH2:37][CH2:36][CH2:35]3)[CH:33]=2)[C:26]([O:28]CC)=[O:27])=[N:20][N:19]=1)([CH3:17])[CH2:10][C:11]1[CH:16]=[CH:15][CH:14]=[CH:13][CH:12]=1)=[O:7])([CH3:4])([CH3:3])[CH3:2].O[Li].O. Product: [C:1]([O:5][C:6]([NH:8][C@:9]([C:18]1[O:22][C:21]([C:23]2[CH:24]=[C:25]([CH:31]=[C:32]([C:34]3([C:39]#[N:40])[CH2:38][CH2:37][CH2:36][CH2:35]3)[CH:33]=2)[C:26]([OH:28])=[O:27])=[N:20][N:19]=1)([CH3:17])[CH2:10][C:11]1[CH:16]=[CH:15][CH:14]=[CH:13][CH:12]=1)=[O:7])([CH3:2])([CH3:3])[CH3:4]. The catalyst class is: 20. (4) Reactant: [N+:1]([O:4][CH2:5][CH2:6][CH2:7][CH2:8][C:9]([OH:11])=[O:10])([O-:3])=[O:2].O[N:13]1[C:17](=[O:18])[CH2:16][CH2:15][C:14]1=[O:19].CN(C)CCCN=C=NCC. Product: [N+:1]([O:4][CH2:5][CH2:6][CH2:7][CH2:8][C:9]([O:11][N:13]1[C:17](=[O:18])[CH2:16][CH2:15][C:14]1=[O:19])=[O:10])([O-:3])=[O:2]. The catalyst class is: 4. (5) Reactant: [C:9](O[C:9]([O:11][C:12]([CH3:15])([CH3:14])[CH3:13])=[O:10])([O:11][C:12]([CH3:15])([CH3:14])[CH3:13])=[O:10].[NH2:16][C:17]1[CH:22]=[CH:21][C:20]([CH2:23][C:24]([O:26][CH2:27][CH3:28])=[O:25])=[CH:19][CH:18]=1. Product: [C:12]([O:11][C:9]([NH:16][C:17]1[CH:18]=[CH:19][C:20]([CH2:23][C:24]([O:26][CH2:27][CH3:28])=[O:25])=[CH:21][CH:22]=1)=[O:10])([CH3:13])([CH3:14])[CH3:15]. The catalyst class is: 11. (6) Reactant: [CH3:1][O:2][C:3]1[CH:15]=[C:14]([O:16][CH3:17])[CH:13]=[C:12]([O:18][CH3:19])[C:4]=1[CH2:5][S:6][C:7](=[NH:11])[CH2:8][C:9]#[N:10].[N:20]1[CH:25]=[CH:24][CH:23]=[C:22]([N:26]=[C:27]=[S:28])[CH:21]=1. Product: [CH3:19][O:18][C:12]1[CH:13]=[C:14]([O:16][CH3:17])[CH:15]=[C:3]([O:2][CH3:1])[C:4]=1[CH2:5][S:6][C:7](=[NH:11])[C:8]([C:9]#[N:10])=[C:27]([SH:28])[NH:26][C:22]1[CH:21]=[N:20][CH:25]=[CH:24][CH:23]=1. The catalyst class is: 13. (7) Reactant: [NH2:1][C:2]1[CH:22]=[CH:21][C:5]([CH2:6][N:7]2[C:11]3=[N:12][C:13]([C:16]([O:18][CH3:19])=[O:17])=[CH:14][CH:15]=[C:10]3[N:9]=[C:8]2[CH3:20])=[C:4]([Cl:23])[CH:3]=1.N1C=CC=CC=1.[C:30]1([S:36](Cl)(=[O:38])=[O:37])[CH:35]=[CH:34][CH:33]=[CH:32][CH:31]=1.O. Product: [C:30]1([S:36]([NH:1][C:2]2[CH:22]=[CH:21][C:5]([CH2:6][N:7]3[C:11]4=[N:12][C:13]([C:16]([O:18][CH3:19])=[O:17])=[CH:14][CH:15]=[C:10]4[N:9]=[C:8]3[CH3:20])=[C:4]([Cl:23])[CH:3]=2)(=[O:38])=[O:37])[CH:35]=[CH:34][CH:33]=[CH:32][CH:31]=1. The catalyst class is: 4.